Dataset: Catalyst prediction with 721,799 reactions and 888 catalyst types from USPTO. Task: Predict which catalyst facilitates the given reaction. (1) Reactant: [Br:1][C:2]1[CH:3]=[N:4][N:5]([CH3:16])[C:6]=1[C:7]1[CH:8]=[C:9]([C:13]([OH:15])=O)[S:10][C:11]=1[CH3:12].[NH2:17][C@@H:18]([CH2:31][C:32]1[CH:37]=[CH:36][CH:35]=[C:34]([F:38])[CH:33]=1)[CH2:19][N:20]1[C:28](=[O:29])[C:27]2[C:22](=[CH:23][CH:24]=[CH:25][CH:26]=2)[C:21]1=[O:30].CC(OC(N[C@H](C(O)=O)CC1C=CC=CC=1C(F)(F)F)=O)(C)C.C1CN([P+](Br)(N2CCCC2)N2CCCC2)CC1.F[P-](F)(F)(F)(F)F.CCN(C(C)C)C(C)C. Product: [Br:1][C:2]1[CH:3]=[N:4][N:5]([CH3:16])[C:6]=1[C:7]1[CH:8]=[C:9]([C:13]([NH:17][C@@H:18]([CH2:31][C:32]2[CH:37]=[CH:36][CH:35]=[C:34]([F:38])[CH:33]=2)[CH2:19][N:20]2[C:28](=[O:29])[C:27]3[C:22](=[CH:23][CH:24]=[CH:25][CH:26]=3)[C:21]2=[O:30])=[O:15])[S:10][C:11]=1[CH3:12]. The catalyst class is: 22. (2) Reactant: [OH:1][C@@H:2]([CH3:20])[CH2:3][CH2:4][CH2:5][CH2:6][N:7]1[C:16](=[O:17])[C:15]2[N:14]([CH3:18])[CH:13]=[N:12][C:11]=2[N:10]([CH3:19])[C:8]1=[O:9].C(N(CC)CC)C.[CH3:28][S:29](Cl)(=[O:31])=[O:30]. Product: [CH3:28][S:29]([O:1][C@@H:2]([CH3:20])[CH2:3][CH2:4][CH2:5][CH2:6][N:7]1[C:16](=[O:17])[C:15]2[N:14]([CH3:18])[CH:13]=[N:12][C:11]=2[N:10]([CH3:19])[C:8]1=[O:9])(=[O:31])=[O:30]. The catalyst class is: 4. (3) Reactant: F[C:2]1[CH:3]=[N:4][C:5]([C@@H:8]([NH:10][C:11]2[N:16]=[C:15]([NH:17][C:18]3[CH:22]=[C:21]([O:23][CH:24]([CH3:26])[CH3:25])[NH:20][N:19]=3)[C:14]([N+:27]([O-])=O)=[CH:13][CH:12]=2)[CH3:9])=[N:6][CH:7]=1.[C:30](O)(=O)C.C(N)=N. Product: [CH:24]([O:23][C:21]1[NH:20][N:19]=[C:18]([N:17]2[C:15]3=[N:16][C:11]([NH:10][C@H:8]([C:5]4[N:4]=[CH:3][CH:2]=[CH:7][N:6]=4)[CH3:9])=[CH:12][CH:13]=[C:14]3[N:27]=[CH:30]2)[CH:22]=1)([CH3:26])[CH3:25]. The catalyst class is: 63.